This data is from Catalyst prediction with 721,799 reactions and 888 catalyst types from USPTO. The task is: Predict which catalyst facilitates the given reaction. (1) Reactant: Cl[S:2]([C:5]1[CH:14]=[CH:13][C:8]([C:9]([O:11][CH3:12])=[O:10])=[CH:7][CH:6]=1)(=[O:4])=[O:3].[Cl:15][C:16]1[C:17]([NH2:23])=[N:18][CH:19]=[C:20]([Cl:22])[CH:21]=1. Product: [Cl:15][C:16]1[C:17]([NH:23][S:2]([C:5]2[CH:14]=[CH:13][C:8]([C:9]([O:11][CH3:12])=[O:10])=[CH:7][CH:6]=2)(=[O:4])=[O:3])=[N:18][CH:19]=[C:20]([Cl:22])[CH:21]=1. The catalyst class is: 142. (2) Reactant: C(O[CH2:5][C@@H:6]1[CH2:11][N:10]([C:12]2[CH:21]=[C:20]([CH2:22][OH:23])[C:19]3[C:14](=[CH:15][CH:16]=[CH:17][CH:18]=3)[CH:13]=2)[CH2:9][CH2:8][N:7]1[C:24]([C:26]1[N:27]=[C:28]([C:40]2[CH:45]=[CH:44][C:43]([CH3:46])=[CH:42][C:41]=2[F:47])[N:29]([C:31]2[CH:36]=[CH:35][CH:34]=[C:33]([O:37][CH2:38][CH3:39])[CH:32]=2)[CH:30]=1)=[O:25])(=O)C.C(OC[C@@H]1CN(C2C=C(CO[Si](C(C)C)(C(C)C)C(C)C)C3C(=CC=CC=3)C=2)CC[N:54]1[C:81]([C:83]1N=C(C2C=CC(C)=CC=2[F:104])N(C2C=CC=C(OCC)C=2)C=1)=[O:82])(=O)C.[F-:105].C([N+](CCCC)(CCCC)CCCC)CCC.[C:123](=[O:126])(O)[O-:124].[Na+]. Product: [F:105][C:41]([F:47])([F:104])[C:123]([OH:124])=[O:126].[C:81]([NH:54][CH2:5][C@H:6]1[N:7]([C:24]([C:26]2[N:27]=[C:28]([C:40]3[CH:41]=[CH:42][C:43]([CH3:46])=[CH:44][CH:45]=3)[N:29]([C:31]3[CH:36]=[CH:35][CH:34]=[C:33]([O:37][CH2:38][CH3:39])[CH:32]=3)[CH:30]=2)=[O:25])[CH2:8][CH2:9][N:10]([C:12]2[CH:21]=[C:20]([C:22]([OH:124])=[O:23])[C:19]3[C:14]([CH:13]=2)=[CH:15][CH:16]=[CH:17][CH:18]=3)[CH2:11]1)(=[O:82])[CH3:83]. The catalyst class is: 7. (3) Reactant: [ClH:1].[CH2:2]([O:4][C:5](=[O:8])[CH2:6]N)[CH3:3].Cl.[N:10]([O-:12])=O.[Na+]. Product: [CH3:3][CH2:2][O:4][C:5](/[C:6](/[Cl:1])=[N:10]\[OH:12])=[O:8]. The catalyst class is: 6. (4) Reactant: [C:1]1([N:7]2[C:11]([C:12]3[CH:17]=[CH:16][CH:15]=[C:14]([CH2:18][CH2:19][CH3:20])[CH:13]=3)=[CH:10][C:9]([NH2:21])=[N:8]2)[CH:6]=[CH:5][CH:4]=[CH:3][CH:2]=1.[CH3:22][O:23][C:24]1[CH:40]=[C:39]([O:41][CH3:42])[CH:38]=[CH:37][C:25]=1[CH2:26][N:27]1[C:32](=[O:33])[CH:31]2[C:29]([C:34](O)=[O:35])([CH2:30]2)[CH2:28]1.CCN=C=NCCCN(C)C.Cl.C(N(C(C)C)CC)(C)C.CN(C(ON1N=NC2C=CC=NC1=2)=[N+](C)C)C.F[P-](F)(F)(F)(F)F. Product: [C:1]1([N:7]2[C:11]([C:12]3[CH:17]=[CH:16][CH:15]=[C:14]([CH2:18][CH2:19][CH3:20])[CH:13]=3)=[CH:10][C:9]([NH:21][C:34]([C:29]34[CH2:30][CH:31]3[C:32](=[O:33])[N:27]([CH2:26][C:25]3[CH:37]=[CH:38][C:39]([O:41][CH3:42])=[CH:40][C:24]=3[O:23][CH3:22])[CH2:28]4)=[O:35])=[N:8]2)[CH:6]=[CH:5][CH:4]=[CH:3][CH:2]=1. The catalyst class is: 35. (5) Reactant: [C:1]([O:5][C:6]([N:8]1[CH2:11][CH:10]([C:12]2[S:13][CH:14]=[C:15]([CH2:17]Cl)[N:16]=2)[CH2:9]1)=[O:7])([CH3:4])([CH3:3])[CH3:2].[N:19]1([C:24]2[CH:29]=[CH:28][C:27]([OH:30])=[CH:26][CH:25]=2)[CH:23]=[N:22][N:21]=[N:20]1.C([O-])([O-])=O.[Cs+].[Cs+]. The catalyst class is: 10. Product: [C:1]([O:5][C:6]([N:8]1[CH2:11][CH:10]([C:12]2[S:13][CH:14]=[C:15]([CH2:17][O:30][C:27]3[CH:28]=[CH:29][C:24]([N:19]4[CH:23]=[N:22][N:21]=[N:20]4)=[CH:25][CH:26]=3)[N:16]=2)[CH2:9]1)=[O:7])([CH3:4])([CH3:3])[CH3:2].